This data is from Reaction yield outcomes from USPTO patents with 853,638 reactions. The task is: Predict the reaction yield, written as a fraction of the theoretical maximum amount of product (1.0 means a 100% yield; for example, 0.34 means a 34% yield). (1) The reactants are [Cl:1][C:2]1[CH:3]=[C:4]([NH:16][C:17]2[C:26]3[C:25]([OH:27])=[CH:24][CH:23]=[CH:22][C:21]=3[N:20]=[CH:19][N:18]=2)[CH:5]=[CH:6][C:7]=1[O:8][CH2:9][C:10]1[CH:15]=[CH:14][CH:13]=[CH:12][N:11]=1.O[C@H:29]1[CH2:34][CH2:33][O:32][C:30]1=[O:31].[CH3:35][N:36]1[CH2:41][CH2:40][NH:39][CH2:38][CH2:37]1. No catalyst specified. The product is [Cl:1][C:2]1[CH:3]=[C:4]([NH:16][C:17]2[C:26]3[C:21](=[CH:22][CH:23]=[CH:24][C:25]=3[O:27][C@@H:29]([C:30]([N:39]3[CH2:40][CH2:41][N:36]([CH3:35])[CH2:37][CH2:38]3)=[O:31])[CH2:34][CH2:33][OH:32])[N:20]=[CH:19][N:18]=2)[CH:5]=[CH:6][C:7]=1[O:8][CH2:9][C:10]1[CH:15]=[CH:14][CH:13]=[CH:12][N:11]=1. The yield is 0.900. (2) The reactants are [CH2:1]([O:8][CH2:9][CH:10]([CH2:13][OH:14])[CH2:11]O)[C:2]1[CH:7]=[CH:6][CH:5]=[CH:4][CH:3]=1.C([Li])CCC.CCCCCC.C1(C)C=CC(S(Cl)(=O)=O)=CC=1.CC(C)([O-])C.[K+]. The catalyst is O1CCCC1.O. The product is [CH2:1]([O:8][CH2:9][CH:10]1[CH2:11][O:14][CH2:13]1)[C:2]1[CH:3]=[CH:4][CH:5]=[CH:6][CH:7]=1. The yield is 0.510. (3) The reactants are [C:1]([O:5][C:6]([C:8]1[S:22][C:11]2=[CH:12][CH:13]=[C:14]3[C:19]([N:18]=[C:17](SC)[N:16]=[CH:15]3)=[C:10]2[CH:9]=1)=[O:7])([CH3:4])([CH3:3])[CH3:2].Cl[C:24]1C=CC=C(C(OO)=O)C=1.C([O-])([O-])=O.[Na+].[Na+].[O-:40][S:41]([O-:44])(=S)=O.[Na+].[Na+]. The yield is 0.880. The catalyst is C(Cl)Cl.[Cl-].[Na+].O.CC(C)=O. The product is [C:1]([O:5][C:6]([C:8]1[S:22][C:11]2=[CH:12][CH:13]=[C:14]3[C:19]([N:18]=[C:17]([S:41]([CH3:24])(=[O:44])=[O:40])[N:16]=[CH:15]3)=[C:10]2[CH:9]=1)=[O:7])([CH3:4])([CH3:2])[CH3:3].